Dataset: Forward reaction prediction with 1.9M reactions from USPTO patents (1976-2016). Task: Predict the product of the given reaction. (1) Given the reactants [N:1]1([C:6]2[CH:11]=[CH:10][C:9]([CH:12]3[CH2:17][CH2:16][C:15](=O)[CH2:14][CH2:13]3)=[CH:8][CH:7]=2)[CH2:5][CH2:4][CH2:3][CH2:2]1.[NH:19]1[CH2:22][CH:21]([NH:23][C:24]([CH2:26][NH:27][C:28](=[O:39])[C:29]2[CH:34]=[CH:33][CH:32]=[C:31]([C:35]([F:38])([F:37])[F:36])[CH:30]=2)=[O:25])[CH2:20]1, predict the reaction product. The product is: [N:1]1([C:6]2[CH:11]=[CH:10][C:9]([CH:12]3[CH2:17][CH2:16][CH:15]([N:19]4[CH2:22][CH:21]([NH:23][C:24]([CH2:26][NH:27][C:28](=[O:39])[C:29]5[CH:34]=[CH:33][CH:32]=[C:31]([C:35]([F:38])([F:36])[F:37])[CH:30]=5)=[O:25])[CH2:20]4)[CH2:14][CH2:13]3)=[CH:8][CH:7]=2)[CH2:5][CH2:4][CH2:3][CH2:2]1. (2) Given the reactants C(OC([N:8]1[CH2:13][CH2:12][N:11]([CH:14]2[CH2:19][CH2:18][CH:17]([O:20][C:21]3[N:22]=[CH:23][N:24]=[C:25]4[C:32]=3[C:31]3[C@@H:30]([CH2:33][C:34]#[N:35])[CH2:29][CH2:28][C:27]=3[S:26]4)[CH2:16][CH2:15]2)[CH2:10][CH2:9]1)=O)(C)(C)C.[OH:36][Li].O.OO, predict the reaction product. The product is: [N:11]1([CH:14]2[CH2:15][CH2:16][CH:17]([O:20][C:21]3[N:22]=[CH:23][N:24]=[C:25]4[C:32]=3[C:31]3[C@@H:30]([CH2:33][C:34]([NH2:35])=[O:36])[CH2:29][CH2:28][C:27]=3[S:26]4)[CH2:18][CH2:19]2)[CH2:10][CH2:9][NH:8][CH2:13][CH2:12]1. (3) Given the reactants [F:1][C:2]1[CH:7]=[CH:6][CH:5]=[CH:4][C:3]=1[CH2:8][CH2:9][CH2:10][C:11](=[O:13])[CH3:12].[C:14](OCC)(=[O:20])[C:15]([O:17][CH2:18][CH3:19])=[O:16].[O-]CC.[Na+], predict the reaction product. The product is: [F:1][C:2]1[CH:7]=[CH:6][CH:5]=[CH:4][C:3]=1[CH2:8][CH2:9][CH2:10][C:11](=[O:13])[CH2:12][C:14](=[O:20])[C:15]([O:17][CH2:18][CH3:19])=[O:16]. (4) Given the reactants Cl.[N+:2]([C:5]1[CH:6]=[C:7]([N:11]2[CH2:16][CH2:15][NH:14][CH2:13][CH2:12]2)[CH:8]=[CH:9][CH:10]=1)([O-:4])=[O:3].C(N(CC)CC)C.[C:24](OC(=O)C)(=[O:26])[CH3:25], predict the reaction product. The product is: [N+:2]([C:5]1[CH:6]=[C:7]([N:11]2[CH2:16][CH2:15][N:14]([C:24](=[O:26])[CH3:25])[CH2:13][CH2:12]2)[CH:8]=[CH:9][CH:10]=1)([O-:4])=[O:3]. (5) Given the reactants [OH:1][CH2:2][CH:3]1[CH2:7][S:6][C:5]([NH:8][C:9](=[O:15])[O:10][C:11]([CH3:14])([CH3:13])[CH3:12])=[N:4]1.[C:16]1([CH3:26])[CH:21]=[CH:20][C:19]([S:22](Cl)(=[O:24])=[O:23])=[CH:18][CH:17]=1.C(N(CC)CC)C, predict the reaction product. The product is: [C:16]1([CH3:26])[CH:21]=[CH:20][C:19]([S:22]([O:1][CH2:2][CH:3]2[CH2:7][S:6][C:5]([NH:8][C:9](=[O:15])[O:10][C:11]([CH3:12])([CH3:14])[CH3:13])=[N:4]2)(=[O:24])=[O:23])=[CH:18][CH:17]=1. (6) Given the reactants [C:1]([O:5][C:6]([N:8]1[CH2:13][CH2:12][CH:11]([O:14][C:15]2[CH:20]=[CH:19][C:18]([NH:21][C:22]3[C:33]4[CH:32]=[C:31]([C:34]([O:36][CH3:37])=[O:35])[CH2:30][CH2:29][CH2:28][N:27](CC5C=CC(OC)=CC=5)[C:26]=4[N:25]=[CH:24][N:23]=3)=[CH:17][C:16]=2[Cl:47])[CH2:10][CH2:9]1)=[O:7])([CH3:4])([CH3:3])[CH3:2].FC(F)(F)C(O)=O.ClCCCl.C(OC(OC(C)(C)C)=O)(OC(C)(C)C)=O, predict the reaction product. The product is: [C:1]([O:5][C:6]([N:8]1[CH2:9][CH2:10][CH:11]([O:14][C:15]2[CH:20]=[CH:19][C:18]([NH:21][C:22]3[C:33]4[CH:32]=[C:31]([C:34]([O:36][CH3:37])=[O:35])[CH2:30][CH2:29][CH2:28][NH:27][C:26]=4[N:25]=[CH:24][N:23]=3)=[CH:17][C:16]=2[Cl:47])[CH2:12][CH2:13]1)=[O:7])([CH3:4])([CH3:3])[CH3:2].